Dataset: Catalyst prediction with 721,799 reactions and 888 catalyst types from USPTO. Task: Predict which catalyst facilitates the given reaction. (1) Reactant: [C:1]([O:5][C:6](=[O:25])[N:7]([CH2:9][C:10]1[CH:15]=[CH:14][CH:13]=[C:12]([C:16](=[O:22])[N:17]([CH2:20][CH3:21])[CH2:18][CH3:19])[C:11]=1[CH2:23][OH:24])[CH3:8])([CH3:4])([CH3:3])[CH3:2].C(N(CC)CC)C.[CH3:33][S:34](Cl)(=[O:36])=[O:35]. Product: [C:1]([O:5][C:6]([N:7]([CH2:9][C:10]1[CH:15]=[CH:14][CH:13]=[C:12]([C:16](=[O:22])[N:17]([CH2:20][CH3:21])[CH2:18][CH3:19])[C:11]=1[CH2:23][O:24][S:34]([CH3:33])(=[O:36])=[O:35])[CH3:8])=[O:25])([CH3:3])([CH3:4])[CH3:2]. The catalyst class is: 2. (2) Reactant: [F:1][C:2]1[CH:10]=[CH:9][CH:8]=[CH:7][C:3]=1[C:4](Cl)=[O:5].[CH2:11]([NH2:13])[CH3:12]. The catalyst class is: 2. Product: [CH2:11]([NH:13][C:4](=[O:5])[C:3]1[CH:7]=[CH:8][CH:9]=[CH:10][C:2]=1[F:1])[CH3:12]. (3) Reactant: [Cl-].[NH3+:2][CH2:3][C:4]1[CH:5]=[C:6]([CH:17]=[CH:18][C:19]=1[O:20][CH3:21])[CH2:7][C:8]1([C:13]([O:15]C)=[O:14])[CH2:12][CH2:11][CH2:10][O:9]1.[Cl:22][C:23]1[CH:31]=[C:30]([O:32][CH2:33][CH2:34][CH3:35])[CH:29]=[CH:28][C:24]=1[C:25](O)=[O:26].C(N(CC)CC)C.C(P(=O)(OCC)OCC)#N. Product: [Cl:22][C:23]1[CH:31]=[C:30]([O:32][CH2:33][CH2:34][CH3:35])[CH:29]=[CH:28][C:24]=1[C:25]([NH:2][CH2:3][C:4]1[CH:5]=[C:6]([CH:17]=[CH:18][C:19]=1[O:20][CH3:21])[CH2:7][C:8]1([C:13]([OH:15])=[O:14])[CH2:12][CH2:11][CH2:10][O:9]1)=[O:26]. The catalyst class is: 288. (4) Reactant: [C:1](=O)([O-])[O-].[K+].[K+].[CH3:7][O:8][CH2:9][CH2:10][O:11][CH2:12][C:13]1[CH:20]=[CH:19][C:16]([CH:17]=O)=[CH:15][CH:14]=1. Product: [C:17]([C:16]1[CH:19]=[CH:20][C:13]([CH2:12][O:11][CH2:10][CH2:9][O:8][CH3:7])=[CH:14][CH:15]=1)#[CH:1]. The catalyst class is: 5.